From a dataset of NCI-60 drug combinations with 297,098 pairs across 59 cell lines. Regression. Given two drug SMILES strings and cell line genomic features, predict the synergy score measuring deviation from expected non-interaction effect. (1) Drug 1: CC12CCC3C(C1CCC2=O)CC(=C)C4=CC(=O)C=CC34C. Drug 2: C1=CC=C(C=C1)NC(=O)CCCCCCC(=O)NO. Cell line: SF-295. Synergy scores: CSS=48.3, Synergy_ZIP=0.823, Synergy_Bliss=0.474, Synergy_Loewe=-7.19, Synergy_HSA=0.599. (2) Drug 1: C1CC(=O)NC(=O)C1N2C(=O)C3=CC=CC=C3C2=O. Drug 2: CC1=C(C(=O)C2=C(C1=O)N3CC4C(C3(C2COC(=O)N)OC)N4)N. Cell line: SNB-75. Synergy scores: CSS=25.9, Synergy_ZIP=-9.37, Synergy_Bliss=2.42, Synergy_Loewe=-17.5, Synergy_HSA=2.56. (3) Drug 1: CN(C)N=NC1=C(NC=N1)C(=O)N. Drug 2: CCCCC(=O)OCC(=O)C1(CC(C2=C(C1)C(=C3C(=C2O)C(=O)C4=C(C3=O)C=CC=C4OC)O)OC5CC(C(C(O5)C)O)NC(=O)C(F)(F)F)O. Cell line: HL-60(TB). Synergy scores: CSS=8.52, Synergy_ZIP=-8.09, Synergy_Bliss=-8.57, Synergy_Loewe=-6.59, Synergy_HSA=-6.81. (4) Cell line: CAKI-1. Drug 2: CC1=CC2C(CCC3(C2CCC3(C(=O)C)OC(=O)C)C)C4(C1=CC(=O)CC4)C. Drug 1: C1=CC(=C2C(=C1NCCNCCO)C(=O)C3=C(C=CC(=C3C2=O)O)O)NCCNCCO. Synergy scores: CSS=47.4, Synergy_ZIP=0.229, Synergy_Bliss=-4.09, Synergy_Loewe=-59.7, Synergy_HSA=-6.68. (5) Drug 1: C1=CN(C(=O)N=C1N)C2C(C(C(O2)CO)O)O.Cl. Drug 2: N.N.Cl[Pt+2]Cl. Cell line: HOP-62. Synergy scores: CSS=70.1, Synergy_ZIP=-0.0964, Synergy_Bliss=-0.907, Synergy_Loewe=-8.48, Synergy_HSA=5.50.